This data is from HIV replication inhibition screening data with 41,000+ compounds from the AIDS Antiviral Screen. The task is: Binary Classification. Given a drug SMILES string, predict its activity (active/inactive) in a high-throughput screening assay against a specified biological target. (1) The drug is O=C(O)CCCCCCCc1cccc(OCCO)c1. The result is 0 (inactive). (2) The molecule is COc1cc(C=CC(=NNC(=S)NN)c2sc(NNC(C)=O)nc2C)ccc1O. The result is 0 (inactive). (3) The molecule is Cc1occc1C(=S)Nc1ccc(Cl)c(C(=O)OC(C)C2CC2)c1. The result is 1 (active). (4) The molecule is COc1cc(C=CC(=O)CC(=O)C=Cc2ccc(O)c(O)c2)ccc1O. The result is 0 (inactive).